Dataset: Forward reaction prediction with 1.9M reactions from USPTO patents (1976-2016). Task: Predict the product of the given reaction. Given the reactants [Br:1][C:2]1[CH:8]=[C:7]([O:9][CH3:10])[C:6]([O:11][CH3:12])=[CH:5][C:3]=1[NH2:4].N1C=CC=CC=1.[C:19](Cl)(Cl)=[O:20], predict the reaction product. The product is: [Br:1][C:2]1[CH:8]=[C:7]([O:9][CH3:10])[C:6]([O:11][CH3:12])=[CH:5][C:3]=1[N:4]=[C:19]=[O:20].